From a dataset of Catalyst prediction with 721,799 reactions and 888 catalyst types from USPTO. Predict which catalyst facilitates the given reaction. (1) Reactant: [C:1]([O:5][C:6]([N:8]1[CH2:13][CH2:12][CH:11]([CH:14]=[C:15](Br)Br)[CH2:10][CH2:9]1)=[O:7])([CH3:4])([CH3:3])[CH3:2].[Li]CCCC.[CH2:23]([Sn:27](Cl)([CH2:32][CH2:33][CH2:34][CH3:35])[CH2:28][CH2:29][CH2:30][CH3:31])[CH2:24][CH2:25][CH3:26].CCOC(C)=O. Product: [C:1]([O:5][C:6]([N:8]1[CH2:13][CH2:12][CH:11]([C:14]#[C:15][Sn:27]([CH2:28][CH2:29][CH2:30][CH3:31])([CH2:32][CH2:33][CH2:34][CH3:35])[CH2:23][CH2:24][CH2:25][CH3:26])[CH2:10][CH2:9]1)=[O:7])([CH3:4])([CH3:3])[CH3:2]. The catalyst class is: 1. (2) Reactant: [NH2:1][C:2]1[C:10]2[C:5](=[N:6][C:7]([C:11]3[CH:16]=[CH:15][C:14]([NH:17][C:18]([NH:20][C:21]4[CH:26]=[C:25]([C:27]([F:30])([F:29])[F:28])[CH:24]=[CH:23][C:22]=4[F:31])=[O:19])=[CH:13][CH:12]=3)=[CH:8][CH:9]=2)[NH:4][N:3]=1.[S:32]1[CH:36]=[CH:35][C:34]([C:37](Cl)=[O:38])=[CH:33]1.O. Product: [F:31][C:22]1[CH:23]=[CH:24][C:25]([C:27]([F:28])([F:30])[F:29])=[CH:26][C:21]=1[NH:20][C:18](=[O:19])[NH:17][C:14]1[CH:15]=[CH:16][C:11]([C:7]2[N:6]=[C:5]3[NH:4][N:3]=[C:2]([NH:1][C:37]([C:34]4[CH:35]=[CH:36][S:32][CH:33]=4)=[O:38])[C:10]3=[CH:9][CH:8]=2)=[CH:12][CH:13]=1. The catalyst class is: 17. (3) Reactant: C(OC([N:11]1[CH2:16][CH2:15][C:14]([C:17]2[CH:18]=[C:19]3[C:23](=[CH:24][CH:25]=2)[N:22]([CH3:26])[CH:21]=[C:20]3[C:27]2[N:35]([S:36]([C:39]3[CH:44]=[CH:43][C:42]([CH3:45])=[CH:41][CH:40]=3)(=[O:38])=[O:37])[C:30]3=[N:31][CH:32]=[CH:33][CH:34]=[C:29]3[CH:28]=2)=[CH:13][CH2:12]1)=O)C1C=CC=CC=1.[H][H]. Product: [N:11]1[CH:16]=[CH:15][C:14]([C:17]2[CH:18]=[C:19]3[C:23](=[CH:24][CH:25]=2)[N:22]([CH3:26])[CH:21]=[C:20]3[C:27]2[N:35]([S:36]([C:39]3[CH:40]=[CH:41][C:42]([CH3:45])=[CH:43][CH:44]=3)(=[O:37])=[O:38])[C:30]3=[N:31][CH:32]=[CH:33][CH:34]=[C:29]3[CH:28]=2)=[CH:13][CH:12]=1. The catalyst class is: 63. (4) Product: [F:10][C:9]([F:12])([F:11])[CH:8]([C:4]1[NH:3][CH:2]=[N:1][CH:5]=1)[OH:7]. Reactant: [NH:1]1[CH:5]=[CH:4][N:3]=[CH:2]1.C[O:7][CH:8](O)[C:9]([F:12])([F:11])[F:10]. The catalyst class is: 5. (5) Reactant: [OH:1][C:2]1[CH:11]=[CH:10][C:5]([C:6]([O:8][CH3:9])=[O:7])=[CH:4][C:3]=1[I:12].[H-].[Na+].[CH2:15](Br)[CH:16]=[CH2:17]. Product: [CH2:17]([O:1][C:2]1[CH:11]=[CH:10][C:5]([C:6]([O:8][CH3:9])=[O:7])=[CH:4][C:3]=1[I:12])[CH:16]=[CH2:15]. The catalyst class is: 3. (6) Reactant: C([C:9]1[CH:15]=[CH:14][C:12]([NH2:13])=[CH:11][CH:10]=1)CCCCCCC.Br[C:17]1[CH:22]=[CH:21][C:20](/C=C/[C:17]2[CH:22]=[CH:21][C:20](Br)=[CH:19][CH:18]=2)=[CH:19][CH:18]=1.P(C(C)(C)C)(C(C)(C)C)C(C)(C)C.CC(C)([O-])C.[Na+]. Product: [C:17]1([NH:13][C:12]2[CH:11]=[CH:10][CH:9]=[CH:15][CH:14]=2)[CH:22]=[CH:21][CH:20]=[CH:19][CH:18]=1. The catalyst class is: 187. (7) Reactant: Br[C:2]1[CH:3]=[C:4]([C:11]2[CH:12]=[CH:13][CH:14]=[C:15]3[C:20]=2[CH:19]=[C:18]([C:21]([O:23][CH3:24])=[O:22])[CH:17]=[CH:16]3)[C:5]2[O:9][CH2:8][CH2:7][C:6]=2[CH:10]=1.C(N(CC)CC)C. Product: [O:9]1[C:5]2[C:4]([C:11]3[CH:12]=[CH:13][CH:14]=[C:15]4[C:20]=3[CH:19]=[C:18]([C:21]([O:23][CH3:24])=[O:22])[CH:17]=[CH:16]4)=[CH:3][CH:2]=[CH:10][C:6]=2[CH2:7][CH2:8]1. The catalyst class is: 43. (8) Reactant: [Cl:1][C:2]1[CH:7]=[CH:6][CH:5]=[C:4]([Cl:8])[C:3]=1[N:9]=[C:10]=S.[F:12][C:13]1[C:18]([F:19])=[CH:17][C:16]([NH2:20])=[C:15]([NH2:21])[CH:14]=1. Product: [ClH:1].[Cl:1][C:2]1[CH:7]=[CH:6][CH:5]=[C:4]([Cl:8])[C:3]=1[NH:9][C:10]1[NH:20][C:16]2[CH:17]=[C:18]([F:19])[C:13]([F:12])=[CH:14][C:15]=2[N:21]=1. The catalyst class is: 1. (9) Reactant: [CH:10]1(N=C=N[CH:10]2[CH2:15][CH2:14][CH2:13][CH2:12][CH2:11]2)[CH2:15][CH2:14][CH2:13][CH2:12][CH2:11]1.[NH:16]1[C:24]2[C:19](=[N:20][CH:21]=[CH:22][CH:23]=2)[C:18]([NH:25][CH2:26][C:27]([O:29][CH2:30][CH3:31])=[O:28])=[CH:17]1.[CH2:32]([O:39][C:40]([N:42]1[CH2:47][CH2:46][CH2:45][CH2:44][CH:43]1[C:48]([OH:50])=O)=[O:41])[C:33]1[CH:38]=[CH:37][CH:36]=[CH:35][CH:34]=1. Product: [CH2:32]([O:39][C:40]([N:42]1[CH2:47][CH2:46][CH2:45][CH2:44][CH:43]1[C:48]([N:25]([C:18]1[C:19]2=[N:20][CH:21]=[CH:22][CH:23]=[C:24]2[N:16]([C:48]([CH:43]2[CH2:44][CH2:45][CH2:46][CH2:47][N:42]2[C:40]([O:39][CH2:32][C:10]2[CH:11]=[CH:12][CH:13]=[CH:14][CH:15]=2)=[O:41])=[O:50])[CH:17]=1)[CH2:26][C:27]([O:29][CH2:30][CH3:31])=[O:28])=[O:50])=[O:41])[C:33]1[CH:34]=[CH:35][CH:36]=[CH:37][CH:38]=1. The catalyst class is: 4.